This data is from Catalyst prediction with 721,799 reactions and 888 catalyst types from USPTO. The task is: Predict which catalyst facilitates the given reaction. (1) The catalyst class is: 237. Product: [CH3:16][C:9]1[CH:10]=[C:11]([CH3:15])[C:12]([CH3:14])=[CH:13][C:8]=1[CH:6]([OH:7])[C:5]([OH:3])=[O:1]. Reactant: [OH-:1].[Na+].[OH2:3].Cl[CH:5](Cl)[C:6]([C:8]1[CH:13]=[C:12]([CH3:14])[C:11]([CH3:15])=[CH:10][C:9]=1[CH3:16])=[O:7]. (2) Product: [CH3:38][O:39][C:40]1[CH:50]=[CH:49][C:43]([CH:44]=[CH:45][C:46]([OH:48])=[O:47])=[CH:42][CH:41]=1.[NH2:1][C:2]([CH3:37])([CH3:36])[CH2:3][O:4][C:5]1[CH:10]=[CH:9][C:8]([NH:11][C:12]2[CH:13]=[CH:14][C:15]([CH2:18][CH2:19][NH:20][CH2:21][C@@H:22]([C:24]3[CH:33]=[CH:32][C:31]([OH:34])=[C:30]4[C:25]=3[CH:26]=[CH:27][C:28](=[O:35])[NH:29]4)[OH:23])=[CH:16][CH:17]=2)=[CH:7][CH:6]=1. Reactant: [NH2:1][C:2]([CH3:37])([CH3:36])[CH2:3][O:4][C:5]1[CH:10]=[CH:9][C:8]([NH:11][C:12]2[CH:17]=[CH:16][C:15]([CH2:18][CH2:19][NH:20][CH2:21][C@@H:22]([C:24]3[CH:33]=[CH:32][C:31]([OH:34])=[C:30]4[C:25]=3[CH:26]=[CH:27][C:28](=[O:35])[NH:29]4)[OH:23])=[CH:14][CH:13]=2)=[CH:7][CH:6]=1.[CH3:38][O:39][C:40]1[CH:50]=[CH:49][C:43]([CH:44]=[CH:45][C:46]([OH:48])=[O:47])=[CH:42][CH:41]=1. The catalyst class is: 7.